From a dataset of Full USPTO retrosynthesis dataset with 1.9M reactions from patents (1976-2016). Predict the reactants needed to synthesize the given product. (1) Given the product [ClH:36].[CH2:8]([C:6]1[CH:5]=[CH:4][N:3]([C:16]2[CH:21]=[CH:20][C:19]3[C:22]4[CH2:27][CH2:26][NH:25][CH2:24][C:23]=4[S:35][C:18]=3[CH:17]=2)[C:2](=[O:1])[CH:7]=1)[CH2:9][C:10]1[CH:15]=[CH:14][CH:13]=[CH:12][CH:11]=1, predict the reactants needed to synthesize it. The reactants are: [O:1]=[C:2]1[CH:7]=[C:6]([CH2:8][CH2:9][C:10]2[CH:15]=[CH:14][CH:13]=[CH:12][CH:11]=2)[CH:5]=[CH:4][N:3]1[C:16]1[CH:21]=[CH:20][C:19]2[C:22]3[CH2:27][CH2:26][N:25](C(OC(C)(C)C)=O)[CH2:24][C:23]=3[S:35][C:18]=2[CH:17]=1.[ClH:36]. (2) Given the product [N:14]([C:17]1[CH:42]=[CH:41][CH:40]=[CH:39][C:18]=1[CH2:19][O:20][C:21]([NH:23][CH2:24][CH2:25][CH2:26][C@H:27]([NH:31][C:32]([O:34][C:35]([CH3:38])([CH3:36])[CH3:37])=[O:33])[C:28]([O:30][CH2:2][C:1]#[N:4])=[O:29])=[O:22])=[N+:15]=[N-:16], predict the reactants needed to synthesize it. The reactants are: [CH:1]([N:4](CC)C(C)C)(C)[CH3:2].BrCC#N.[N:14]([C:17]1[CH:42]=[CH:41][CH:40]=[CH:39][C:18]=1[CH2:19][O:20][C:21]([NH:23][CH2:24][CH2:25][CH2:26][C@H:27]([NH:31][C:32]([O:34][C:35]([CH3:38])([CH3:37])[CH3:36])=[O:33])[C:28]([OH:30])=[O:29])=[O:22])=[N+:15]=[N-:16]. (3) Given the product [CH3:27][C:25]1[NH:26][C:22]([C:3]2[CH:4]=[C:5]([CH:10]=[CH:11][C:2]=2[CH3:1])[C:6]([O:8][CH3:9])=[O:7])=[C:23]([CH3:28])[N:24]=1, predict the reactants needed to synthesize it. The reactants are: [CH3:1][C:2]1[CH:11]=[CH:10][C:5]([C:6]([O:8][CH3:9])=[O:7])=[CH:4][C:3]=1B1OC(C)(C)C(C)(C)O1.I[C:22]1[NH:26][C:25]([CH3:27])=[N:24][C:23]=1[CH3:28].C([O-])([O-])=O.[K+].[K+].C(Cl)Cl. (4) The reactants are: [C:1]([O:5][C:6]([NH:8][C@H:9]([C:15]([O:17]CC1C=CC=CC=1)=[O:16])[C:10]([CH3:14])([CH2:12][OH:13])[CH3:11])=[O:7])([CH3:4])([CH3:3])[CH3:2].[C:25](OC(=O)C)(=[O:27])[CH3:26]. Given the product [C:25]([O:13][CH2:12][C:10]([CH3:11])([CH3:14])[C@@H:9]([C:15]([OH:17])=[O:16])[NH:8][C:6]([O:5][C:1]([CH3:2])([CH3:3])[CH3:4])=[O:7])(=[O:27])[CH3:26], predict the reactants needed to synthesize it. (5) Given the product [CH2:1]([N:3]([CH2:4][CH2:5][C:6]1[CH:11]=[CH:10][C:9]([CH2:12][N:13]2[CH2:17][CH2:16][CH2:15][CH2:14]2)=[CH:8][CH:7]=1)[C:31]([C:28]1[CH:27]=[CH:26][C:25]([C:22]2[CH:23]=[CH:24][C:19]([Cl:18])=[CH:20][CH:21]=2)=[CH:30][CH:29]=1)=[O:32])[CH3:2], predict the reactants needed to synthesize it. The reactants are: [CH2:1]([NH:3][CH2:4][CH2:5][C:6]1[CH:11]=[CH:10][C:9]([CH2:12][N:13]2[CH2:17][CH2:16][CH2:15][CH2:14]2)=[CH:8][CH:7]=1)[CH3:2].[Cl:18][C:19]1[CH:24]=[CH:23][C:22]([C:25]2[CH:30]=[CH:29][C:28]([C:31](O)=[O:32])=[CH:27][CH:26]=2)=[CH:21][CH:20]=1. (6) Given the product [NH2:25][CH2:2][C:3]1[CH:4]=[C:5]([CH:8]=[CH:9][C:10]=1[S:11]([CH2:14][CH3:15])(=[O:13])=[O:12])[C:6]#[N:7], predict the reactants needed to synthesize it. The reactants are: Br[CH2:2][C:3]1[CH:4]=[C:5]([CH:8]=[CH:9][C:10]=1[S:11]([CH2:14][CH3:15])(=[O:13])=[O:12])[C:6]#[N:7].ClC1C(S(CC)(=O)=O)=C(C[NH2:25])C=C(Cl)C=1. (7) The reactants are: B.[Cl:2][C:3]1[C:7]2[CH:8]=[CH:9][CH:10]=[CH:11][C:6]=2[S:5][C:4]=1[C:12](O)=[O:13]. Given the product [Cl:2][C:3]1[C:7]2[CH:8]=[CH:9][CH:10]=[CH:11][C:6]=2[S:5][C:4]=1[CH2:12][OH:13], predict the reactants needed to synthesize it. (8) The reactants are: [C:1]([C:3]1[CH:8]=[CH:7][C:6]([N:9]=[C:10]=[O:11])=[CH:5][C:4]=1[O:12][CH3:13])#[N:2].[OH:14][CH2:15][C:16]([C:21]1[CH:26]=[CH:25][CH:24]=[CH:23][CH:22]=1)([C:18](O)=[O:19])[NH2:17].[OH-].[Na+].Cl.C(=O)(O)[O-].[Na+]. Given the product [O:11]=[C:10]1[NH:17][C:16]([CH2:18][OH:19])([C:21]2[CH:26]=[CH:25][CH:24]=[CH:23][CH:22]=2)[C:15](=[O:14])[N:9]1[C:6]1[CH:7]=[CH:8][C:3]([C:1]#[N:2])=[C:4]([O:12][CH3:13])[CH:5]=1, predict the reactants needed to synthesize it.